Dataset: Catalyst prediction with 721,799 reactions and 888 catalyst types from USPTO. Task: Predict which catalyst facilitates the given reaction. (1) Reactant: C[O:2][C:3]([C@H:5]1[CH2:10][CH2:9][C@@H:8]([O:11][C:12]2[CH:17]=[CH:16][CH:15]=[CH:14][N:13]=2)[CH2:7][CH2:6]1)=O.O.[NH2:19][NH2:20]. Product: [N:13]1[CH:14]=[CH:15][CH:16]=[CH:17][C:12]=1[O:11][C@@H:8]1[CH2:9][CH2:10][C@H:5]([C:3]([NH:19][NH2:20])=[O:2])[CH2:6][CH2:7]1. The catalyst class is: 51. (2) Reactant: [CH3:1][C:2]1[S:6][C:5]([C:7]2[CH:12]=[CH:11][CH:10]=[CH:9][N:8]=2)=[N:4][C:3]=1OS(C(F)(F)F)(=O)=O.[C:21]1([S:27]([N:30]2[C:38]3[C:33](=[CH:34][C:35](B4OC(C)(C)C(C)(C)O4)=[CH:36][CH:37]=3)[CH:32]=[C:31]2[C:48]2[CH:53]=[CH:52][CH:51]=[CH:50][C:49]=2[CH3:54])(=[O:29])=[O:28])[CH:26]=[CH:25][CH:24]=[CH:23][CH:22]=1.C([O-])([O-])=O.[K+].[K+]. Product: [C:21]1([S:27]([N:30]2[C:38]3[C:33](=[CH:34][C:35]([C:3]4[N:4]=[C:5]([C:7]5[CH:12]=[CH:11][CH:10]=[CH:9][N:8]=5)[S:6][C:2]=4[CH3:1])=[CH:36][CH:37]=3)[CH:32]=[C:31]2[C:48]2[CH:53]=[CH:52][CH:51]=[CH:50][C:49]=2[CH3:54])(=[O:28])=[O:29])[CH:26]=[CH:25][CH:24]=[CH:23][CH:22]=1. The catalyst class is: 75.